Dataset: Reaction yield outcomes from USPTO patents with 853,638 reactions. Task: Predict the reaction yield, written as a fraction of the theoretical maximum amount of product (1.0 means a 100% yield; for example, 0.34 means a 34% yield). (1) The reactants are C(OC([N:8]1[CH2:13][CH2:12][N:11]([C:14]2[CH:19]=[CH:18][CH:17]=[C:16]([C:20]3[N:28]4[C:23]([C:24]([NH2:29])=[N:25][CH:26]=[N:27]4)=[C:22]([C:30]4[CH:31]=[CH:32][C:33]5[C:37]([CH:38]=4)=[N:36][N:35]([CH2:39][C:40]4[CH:45]=[CH:44][CH:43]=[CH:42][CH:41]=4)[CH:34]=5)[CH:21]=3)[CH:15]=2)[CH2:10][CH2:9]1)=O)(C)(C)C.C(O)(C(F)(F)F)=O. The catalyst is C(Cl)Cl. The product is [CH2:39]([N:35]1[CH:34]=[C:33]2[C:37]([CH:38]=[C:30]([C:22]3[CH:21]=[C:20]([C:16]4[CH:17]=[CH:18][CH:19]=[C:14]([N:11]5[CH2:12][CH2:13][NH:8][CH2:9][CH2:10]5)[CH:15]=4)[N:28]4[C:23]=3[C:24]([NH2:29])=[N:25][CH:26]=[N:27]4)[CH:31]=[CH:32]2)=[N:36]1)[C:40]1[CH:45]=[CH:44][CH:43]=[CH:42][CH:41]=1. The yield is 0.300. (2) The reactants are [Li+].CCC[CH2-].[CH2:6]([C:9]1[S:10][CH:11]=[CH:12][N:13]=1)[CH2:7][CH3:8].[Cl:14][C:15]1[N:16]=[N:17][C:18](Cl)=[CH:19][CH:20]=1.Cl.C([O-])([O-])=O.[Na+].[Na+]. The catalyst is C1COCC1.[Cl-].[Zn+2].[Cl-].CO. The product is [Cl:14][C:15]1[N:16]=[N:17][C:18]([C:11]2[S:10][C:9]([CH2:6][CH2:7][CH3:8])=[N:13][CH:12]=2)=[CH:19][CH:20]=1. The yield is 0.280. (3) The reactants are C(C1N2C(C)=CC=CC2=NC=1)(OCC)=O.ClN1C(=O)CCC1=O.FC(F)(F)C(O)=O.[C:31]([C:36]1[N:40]2[C:41]([CH2:45][Cl:46])=[CH:42][CH:43]=[CH:44][C:39]2=[N:38][CH:37]=1)([O:33][CH2:34][CH3:35])=[O:32].[S:47](=[O:51])(=[O:50])([OH:49])[OH:48]. The catalyst is C(OCC)(=O)C.C([O-])(O)=O.[Na+].C(#N)C. The product is [S:47]([OH:51])([OH:50])(=[O:49])=[O:48].[C:31]([C:36]1[N:40]2[C:41]([CH2:45][Cl:46])=[CH:42][CH:43]=[CH:44][C:39]2=[N:38][CH:37]=1)([O:33][CH2:34][CH3:35])=[O:32]. The yield is 0.224. (4) The reactants are [CH2:1]([O:8][C:9]([N:11]1[CH2:15][C@H:14]([C:16]2([C:19]([O:21]CC)=[O:20])[CH2:18][CH2:17]2)[C@H:13]([F:24])[CH2:12]1)=[O:10])[C:2]1[CH:7]=[CH:6][CH:5]=[CH:4][CH:3]=1.[OH-].[Na+]. The yield is 0.921. The catalyst is C(O)C. The product is [CH2:1]([O:8][C:9]([N:11]1[CH2:12][C@@H:13]([F:24])[C@@H:14]([C:16]2([C:19]([OH:21])=[O:20])[CH2:18][CH2:17]2)[CH2:15]1)=[O:10])[C:2]1[CH:7]=[CH:6][CH:5]=[CH:4][CH:3]=1. (5) The reactants are Cl[C:2]1[N:7]=[CH:6][C:5]([C:8]([O:10]C)=[O:9])=[CH:4][N:3]=1.[CH:12]1([OH:17])[CH2:16][CH2:15][CH2:14][CH2:13]1.[OH-].[Li+]. No catalyst specified. The product is [CH:12]1([O:17][C:2]2[N:3]=[CH:4][C:5]([C:8]([OH:10])=[O:9])=[CH:6][N:7]=2)[CH2:16][CH2:15][CH2:14][CH2:13]1. The yield is 0.320. (6) The reactants are [F:1][C:2]1[CH:3]=[C:4]2[C:8](=[CH:9][CH:10]=1)[N:7]([CH2:11][C:12]([O:14]C)=[O:13])[C:6]([CH3:16])=[C:5]2[CH2:17][C:18]1[CH:23]=[CH:22][C:21](=[O:24])[N:20]([CH2:25][C:26]2[CH:31]=[CH:30][CH:29]=[C:28]([F:32])[CH:27]=2)[CH:19]=1.O.[OH-].[Li+]. No catalyst specified. The product is [F:1][C:2]1[CH:3]=[C:4]2[C:8](=[CH:9][CH:10]=1)[N:7]([CH2:11][C:12]([OH:14])=[O:13])[C:6]([CH3:16])=[C:5]2[CH2:17][C:18]1[CH:23]=[CH:22][C:21](=[O:24])[N:20]([CH2:25][C:26]2[CH:31]=[CH:30][CH:29]=[C:28]([F:32])[CH:27]=2)[CH:19]=1. The yield is 0.680.